This data is from Full USPTO retrosynthesis dataset with 1.9M reactions from patents (1976-2016). The task is: Predict the reactants needed to synthesize the given product. Given the product [CH2:19]([C@@H:21]1[CH2:26][CH2:25][C@H:24]([O:1][C:2]2[CH:3]=[C:4]3[C:9](=[CH:10][CH:11]=2)[CH:8]=[C:7]([C@:12]2([CH3:18])[CH2:16][O:15][C:14](=[O:17])[NH:13]2)[CH:6]=[CH:5]3)[CH2:23][CH2:22]1)[CH3:20], predict the reactants needed to synthesize it. The reactants are: [OH:1][C:2]1[CH:3]=[C:4]2[C:9](=[CH:10][CH:11]=1)[CH:8]=[C:7]([C@:12]1([CH3:18])[CH2:16][O:15][C:14](=[O:17])[NH:13]1)[CH:6]=[CH:5]2.[CH2:19]([C@H:21]1[CH2:26][CH2:25][C@H:24](O)[CH2:23][CH2:22]1)[CH3:20].O1CCCC1.C1(P(C2C=CC=CC=2)C2C=CC=CC=2)C=CC=CC=1.N(C(OC(C)C)=O)=NC(OC(C)C)=O.